This data is from Full USPTO retrosynthesis dataset with 1.9M reactions from patents (1976-2016). The task is: Predict the reactants needed to synthesize the given product. (1) Given the product [Cl:1][C:2]1[CH:7]=[CH:6][C:5]([C:8]2[CH:12]=[CH:11][N:10]([C:13]3[CH:14]=[CH:15][C:16]4[O:21][CH2:20][C:19]([C:22]([OH:24])=[O:23])=[CH:18][C:17]=4[CH:26]=3)[N:9]=2)=[CH:4][C:3]=1[CH2:27][NH:28][C:29]([O:31][CH3:32])=[O:30], predict the reactants needed to synthesize it. The reactants are: [Cl:1][C:2]1[CH:7]=[CH:6][C:5]([C:8]2[CH:12]=[CH:11][N:10]([C:13]3[CH:14]=[CH:15][C:16]4[O:21][CH2:20][C:19]([C:22]([O:24]C)=[O:23])=[CH:18][C:17]=4[CH:26]=3)[N:9]=2)=[CH:4][C:3]=1[CH2:27][NH:28][C:29]([O:31][CH3:32])=[O:30].[OH-].[Na+]. (2) Given the product [Br:24][C:13]1[CH:14]=[C:15]2[C:20](=[CH:21][C:12]=1[C:9]([P:4]([O:5][CH2:6][CH3:7])([O:3][CH2:1][CH3:2])=[O:8])([F:10])[F:11])[N:19]=[C:18]([C:22]([OH:25])=[O:23])[CH:17]=[CH:16]2, predict the reactants needed to synthesize it. The reactants are: [CH2:1]([O:3][P:4]([C:9]([C:12]1[CH:21]=[C:20]2[C:15]([CH:16]=[CH:17][C:18]([CH:22]=[O:23])=[N:19]2)=[CH:14][C:13]=1[Br:24])([F:11])[F:10])(=[O:8])[O:5][CH2:6][CH3:7])[CH3:2].[OH:25]O. (3) Given the product [Cl:1][C:2]1[C:7]([C:8]([N:10]=[C:21]=[O:22])=[O:9])=[C:6]([F:11])[C:5]([CH2:12][NH:13][C:14](=[O:19])[C:15]([CH3:16])([CH3:18])[CH3:17])=[CH:4][CH:3]=1, predict the reactants needed to synthesize it. The reactants are: [Cl:1][C:2]1[C:7]([C:8]([NH2:10])=[O:9])=[C:6]([F:11])[C:5]([CH2:12][NH:13][C:14](=[O:19])[C:15]([CH3:18])([CH3:17])[CH3:16])=[CH:4][CH:3]=1.C(Cl)(=O)[C:21](Cl)=[O:22]. (4) Given the product [F:38][C:39]([F:44])([F:43])[C:40]([OH:42])=[O:41].[C:1]([N:4]1[C:13]2[C:8](=[CH:9][C:10]([C:14]3[CH:15]=[N:16][N:17]([CH2:19][CH2:20][NH:21][CH3:22])[CH:18]=3)=[CH:11][CH:12]=2)[C@H:7]([NH:30][C:31]2[CH:32]=[CH:33][CH:34]=[CH:35][CH:36]=2)[CH2:6][C@@H:5]1[CH3:37])(=[O:3])[CH3:2], predict the reactants needed to synthesize it. The reactants are: [C:1]([N:4]1[C:13]2[C:8](=[CH:9][C:10]([C:14]3[CH:15]=[N:16][N:17]([CH2:19][CH2:20][N:21](C)[C:22](=O)OC(C)(C)C)[CH:18]=3)=[CH:11][CH:12]=2)[C@H:7]([NH:30][C:31]2[CH:36]=[CH:35][CH:34]=[CH:33][CH:32]=2)[CH2:6][C@@H:5]1[CH3:37])(=[O:3])[CH3:2].[F:38][C:39]([F:44])([F:43])[C:40]([OH:42])=[O:41].